This data is from Peptide-MHC class I binding affinity with 185,985 pairs from IEDB/IMGT. The task is: Regression. Given a peptide amino acid sequence and an MHC pseudo amino acid sequence, predict their binding affinity value. This is MHC class I binding data. The peptide sequence is SMGFKVTTRR. The MHC is HLA-A03:01 with pseudo-sequence HLA-A03:01. The binding affinity (normalized) is 0.577.